This data is from Peptide-MHC class II binding affinity with 134,281 pairs from IEDB. The task is: Regression. Given a peptide amino acid sequence and an MHC pseudo amino acid sequence, predict their binding affinity value. This is MHC class II binding data. The peptide sequence is FGKQGFFPDSVNKALY. The MHC is H-2-IAb with pseudo-sequence H-2-IAb. The binding affinity (normalized) is 0.843.